Dataset: Full USPTO retrosynthesis dataset with 1.9M reactions from patents (1976-2016). Task: Predict the reactants needed to synthesize the given product. (1) Given the product [CH3:20][N:16]1[CH2:17][CH2:18][CH2:19][CH:14]([N:1]2[C:12]3=[C:13]4[C:8](=[CH:9][CH:10]=[CH:11]3)[CH:7]=[N:6][CH:5]=[C:4]4[CH2:3][CH2:2]2)[CH2:15]1, predict the reactants needed to synthesize it. The reactants are: [N:1]1([CH:14]2[CH2:19][CH2:18][CH2:17][NH:16][CH2:15]2)[C:12]2=[C:13]3[C:8](=[CH:9][CH:10]=[CH:11]2)[CH:7]=[N:6][CH:5]=[C:4]3[CH2:3][CH2:2]1.[CH2:20](O)C. (2) The reactants are: [CH3:1][O:2][C:3]1[CH:12]=[C:11]2[C:6]([CH:7]=[C:8]([C:18]([OH:20])=O)[C:9]([C:13]3[CH:17]=[CH:16][S:15][CH:14]=3)=[N:10]2)=[CH:5][CH:4]=1.C[NH3+].F[P-](F)(F)(F)(F)F.N1(OC(N(C)C)=[N+](C)C)C2N=CC=CC=2N=N1.F[P-](F)(F)(F)(F)F.CN(C=O)C.[F:59][C:60]([F:70])([F:69])[C:61]1[CH:66]=[CH:65][C:64]([CH2:67][NH2:68])=[CH:63][CH:62]=1. Given the product [CH3:1][O:2][C:3]1[CH:12]=[C:11]2[C:6]([CH:7]=[C:8]([C:18]([NH:68][CH2:67][C:64]3[CH:63]=[CH:62][C:61]([C:60]([F:59])([F:69])[F:70])=[CH:66][CH:65]=3)=[O:20])[C:9]([C:13]3[CH:17]=[CH:16][S:15][CH:14]=3)=[N:10]2)=[CH:5][CH:4]=1, predict the reactants needed to synthesize it. (3) Given the product [Cl:19][C:20]1[C:25]([O:8][CH:7]2[CH2:6][CH2:5][N:4]([C:9]([O:11][C:12]([CH3:13])([CH3:15])[CH3:14])=[O:10])[CH2:3][C:2]2([F:1])[F:16])=[N:24][CH:23]=[CH:22][N:21]=1, predict the reactants needed to synthesize it. The reactants are: [F:1][C:2]1([F:16])[CH:7]([OH:8])[CH2:6][CH2:5][N:4]([C:9]([O:11][C:12]([CH3:15])([CH3:14])[CH3:13])=[O:10])[CH2:3]1.[H-].[Na+].[Cl:19][C:20]1[C:25](Cl)=[N:24][CH:23]=[CH:22][N:21]=1.C(=O)([O-])O.[Na+]. (4) Given the product [OH:1][CH:2]1[CH2:5][N:4]([C:6]([C:8]2[CH:9]=[C:10]([C:21]([NH:33][CH2:32][C:29]3[CH:30]=[N:31][C:26]([C:25]([F:35])([F:24])[F:34])=[CH:27][CH:28]=3)=[O:22])[CH:11]=[C:12]([C:14]3[CH:15]=[CH:16][C:17]([CH3:20])=[CH:18][CH:19]=3)[CH:13]=2)=[O:7])[CH2:3]1, predict the reactants needed to synthesize it. The reactants are: [OH:1][CH:2]1[CH2:5][N:4]([C:6]([C:8]2[CH:9]=[C:10]([C:21](O)=[O:22])[CH:11]=[C:12]([C:14]3[CH:19]=[CH:18][C:17]([CH3:20])=[CH:16][CH:15]=3)[CH:13]=2)=[O:7])[CH2:3]1.[F:24][C:25]([F:35])([F:34])[C:26]1[N:31]=[CH:30][C:29]([CH2:32][NH2:33])=[CH:28][CH:27]=1.F[P-](F)(F)(F)(F)F.C[N+](C)=C(N(C)C)ON1C2N=CC=CC=2N=N1.C(N(CC)C(C)C)(C)C. (5) Given the product [F:31][C:30]([F:33])([F:32])[C:27]1[O:26][C:25]([CH2:24][N:13]2[C:14]3[CH:15]=[C:16]4[O:23][CH2:22][CH2:21][O:20][C:17]4=[CH:18][C:19]=3[C:11]3([C:10]4=[CH:9][C:5]5[CH2:6][CH2:7][O:8][C:4]=5[CH:3]=[C:2]4[O:1][CH2:35]3)[C:12]2=[O:34])=[CH:29][CH:28]=1, predict the reactants needed to synthesize it. The reactants are: [OH:1][C:2]1[C:10]([CH:11]2[C:19]3[CH:18]=[C:17]4[O:20][CH2:21][CH2:22][O:23][C:16]4=[CH:15][C:14]=3[N:13]([CH2:24][C:25]3[O:26][C:27]([C:30]([F:33])([F:32])[F:31])=[CH:28][CH:29]=3)[C:12]2=[O:34])=[CH:9][C:5]2[CH2:6][CH2:7][O:8][C:4]=2[CH:3]=1.[C:35]1(C(C2C=CC=CC=2)N2C3C(=CC=CC=3)C(C3C=C(C)C(OC)=CC=3O)C2=O)C=CC=CC=1. (6) The reactants are: C1C(=O)N(O[C:9]([O:11][N:12]2[C:17](=[O:18])[CH2:16][CH2:15][C:13]2=[O:14])=[O:10])C(=O)C1.[CH3:19][O:20][C:21]1[CH:35]=[CH:34][C:24]([CH2:25][N:26]2[CH2:32][C@H:31]([NH2:33])[CH2:30][O:29][CH2:28][CH2:27]2)=[CH:23][CH:22]=1. Given the product [CH3:19][O:20][C:21]1[CH:22]=[CH:23][C:24]([CH2:25][N:26]2[CH2:32][C@H:31]([NH:33][C:9]([O:11][N:12]3[C:13](=[O:14])[CH2:15][CH2:16][C:17]3=[O:18])=[O:10])[CH2:30][O:29][CH2:28][CH2:27]2)=[CH:34][CH:35]=1, predict the reactants needed to synthesize it. (7) Given the product [Br:1][C:2]1[CH:7]=[CH:6][C:5]([S:8]([NH:12][C:13]2[CH:18]=[CH:17][N:16]=[C:15]([Cl:19])[CH:14]=2)(=[O:10])=[O:9])=[CH:4][CH:3]=1, predict the reactants needed to synthesize it. The reactants are: [Br:1][C:2]1[CH:7]=[CH:6][C:5]([S:8](Cl)(=[O:10])=[O:9])=[CH:4][CH:3]=1.[NH2:12][C:13]1[CH:18]=[CH:17][N:16]=[C:15]([Cl:19])[CH:14]=1. (8) Given the product [NH2:42][C:36]1[C:35]([F:34])=[CH:40][CH:39]=[CH:38][C:37]=1[NH:41][C:2]1[N:7]=[C:6]([NH:8][C:9]2[CH:14]=[CH:13][C:12]([C:15]([F:18])([F:17])[F:16])=[CH:11][CH:10]=2)[N:5]=[C:4]([N:19]([C:27]([O:29][C:30]([CH3:33])([CH3:32])[CH3:31])=[O:28])[C:20]([O:22][C:23]([CH3:26])([CH3:25])[CH3:24])=[O:21])[CH:3]=1, predict the reactants needed to synthesize it. The reactants are: Cl[C:2]1[N:7]=[C:6]([NH:8][C:9]2[CH:14]=[CH:13][C:12]([C:15]([F:18])([F:17])[F:16])=[CH:11][CH:10]=2)[N:5]=[C:4]([N:19]([C:27]([O:29][C:30]([CH3:33])([CH3:32])[CH3:31])=[O:28])[C:20]([O:22][C:23]([CH3:26])([CH3:25])[CH3:24])=[O:21])[CH:3]=1.[F:34][C:35]1[CH:40]=[CH:39][CH:38]=[C:37]([NH2:41])[C:36]=1[NH2:42].CC(C1C=C(C(C)C)C(C2C=CC=CC=2P(C2CCCCC2)C2CCCCC2)=C(C(C)C)C=1)C.[O-]P([O-])([O-])=O.[K+].[K+].[K+].C(OCC)(OCC)(OCC)C.